Dataset: Full USPTO retrosynthesis dataset with 1.9M reactions from patents (1976-2016). Task: Predict the reactants needed to synthesize the given product. (1) Given the product [CH:19]([N:22]([C:23]1[CH:28]=[CH:27][CH:26]=[CH:25][C:24]=1[O:29][C:30]1[CH:35]=[CH:34][CH:33]=[CH:32][CH:31]=1)[C:7]([NH:1][C:2]1[S:3][CH:4]=[CH:5][N:6]=1)=[O:8])([CH3:21])[CH3:20], predict the reactants needed to synthesize it. The reactants are: [NH2:1][C:2]1[S:3][CH:4]=[CH:5][N:6]=1.[C:7](N1C=CN=C1)(N1C=CN=C1)=[O:8].[CH:19]([NH:22][C:23]1[CH:28]=[CH:27][CH:26]=[CH:25][C:24]=1[O:29][C:30]1[CH:35]=[CH:34][CH:33]=[CH:32][CH:31]=1)([CH3:21])[CH3:20]. (2) The reactants are: [C:1]([O:4][C:5](=[O:7])[CH3:6])(=O)[CH3:2].[CH3:8][N:9]([C:17]1[CH:22]=[CH:21][CH:20]=C(C)[N+:18]=1[O-])[C:10](=[O:16])[O:11][C:12]([CH3:15])([CH3:14])[CH3:13]. Given the product [C:5]([O:4][CH2:1][C:2]1[CH:20]=[CH:21][CH:22]=[C:17]([N:9]([C:10]([O:11][C:12]([CH3:15])([CH3:14])[CH3:13])=[O:16])[CH3:8])[N:18]=1)(=[O:7])[CH3:6], predict the reactants needed to synthesize it. (3) Given the product [Cl:1][C:2]1[CH:7]=[CH:6][C:5](/[C:8](=[CH:16]/[C:15]2[CH:18]=[CH:19][C:20]([Cl:21])=[C:13]([Cl:12])[CH:14]=2)/[C:9]#[N:10])=[C:4]([F:11])[CH:3]=1, predict the reactants needed to synthesize it. The reactants are: [Cl:1][C:2]1[CH:7]=[CH:6][C:5]([CH2:8][C:9]#[N:10])=[C:4]([F:11])[CH:3]=1.[Cl:12][C:13]1[CH:14]=[C:15]([CH:18]=[CH:19][C:20]=1[Cl:21])[CH:16]=O.C[O-].[Na+]. (4) Given the product [NH2:7][C@:6]([CH3:18])([C@H:10]([OH:9])[CH3:11])[C:4]([OH:5])=[O:3], predict the reactants needed to synthesize it. The reactants are: Cl.C[O:3][C:4]([C:6]1([CH3:18])[CH:10]([CH3:11])[O:9]C(C2C=CC=CC=2)=[N:7]1)=[O:5].O. (5) Given the product [BrH:20].[OH:17][C:13]1[CH:12]=[C:11]([CH:8]2[CH2:9][CH2:10][N:5]([CH2:4][C:3]([OH:19])=[O:2])[CH2:6][CH2:7]2)[CH:16]=[CH:15][CH:14]=1, predict the reactants needed to synthesize it. The reactants are: C[O:2][C:3](=[O:19])[CH2:4][N:5]1[CH2:10][CH2:9][CH:8]([C:11]2[CH:16]=[CH:15][CH:14]=[C:13]([O:17]C)[CH:12]=2)[CH2:7][CH2:6]1.[BrH:20]. (6) Given the product [N:1]1[CH:6]=[CH:5][CH:4]=[CH:3][C:2]=1[CH2:7][CH2:8][NH:9][C:10]([C:12]1[C:13]([C:26]2[CH:31]=[CH:30][CH:29]=[CH:28][CH:27]=2)=[CH:14][CH:15]=[CH:16][C:17]=1[CH2:59][NH:60][S:61]([C:64]1[CH:65]=[CH:66][CH:67]=[CH:68][CH:69]=1)(=[O:62])=[O:63])=[O:11], predict the reactants needed to synthesize it. The reactants are: [N:1]1[CH:6]=[CH:5][CH:4]=[CH:3][C:2]=1[CH2:7][CH2:8][NH:9][C:10]([C:12]1[C:13](C2C=CC=CC=2CN)=[CH:14][CH:15]=[CH:16][CH:17]=1)=[O:11].[C:26]1(S(Cl)(=O)=O)[CH:31]=[CH:30][CH:29]=[CH:28][CH:27]=1.N1C=CC=CC=1CCNC(C1C(C2C=CC=CC=2[CH2:59][NH:60][S:61]([C:64]2[CH:69]=[CH:68][CH:67]=[CH:66][CH:65]=2)(=[O:63])=[O:62])=CC=CC=1)=O. (7) Given the product [C:1]([C:3]1[CH:23]=[CH:22][C:6]2[N:7]([CH2:25][C:26]3[C:35]4[C:30](=[CH:31][CH:32]=[CH:33][CH:34]=4)[CH:29]=[CH:28][C:27]=3[O:36][CH3:37])[C:8](=[O:21])[C@@H:9]([NH:13][C:14](=[O:20])[O:15][C:16]([CH3:18])([CH3:19])[CH3:17])[C@H:10]([CH3:12])[NH:11][C:5]=2[CH:4]=1)#[N:2], predict the reactants needed to synthesize it. The reactants are: [C:1]([C:3]1[CH:23]=[CH:22][C:6]2[NH:7][C:8](=[O:21])[C@@H:9]([NH:13][C:14](=[O:20])[O:15][C:16]([CH3:19])([CH3:18])[CH3:17])[C@H:10]([CH3:12])[NH:11][C:5]=2[CH:4]=1)#[N:2].Cl[CH2:25][C:26]1[C:35]2[C:30](=[CH:31][CH:32]=[CH:33][CH:34]=2)[CH:29]=[CH:28][C:27]=1[O:36][CH3:37].C(=O)([O-])[O-].[Cs+].[Cs+]. (8) Given the product [C:41]([OH:44])(=[O:43])[CH3:42].[C:33]([C:29]1[CH:28]=[C:27]([CH:32]=[CH:31][CH:30]=1)[O:26][CH:19]([C:20]1[CH:25]=[CH:24][CH:23]=[CH:22][CH:21]=1)[C:18]([NH:17][C:14]1[CH:13]=[CH:12][C:11]([C:6]2[CH:7]=[CH:8][CH:9]=[CH:10][C:5]=2[S:2]([CH3:1])(=[O:4])=[O:3])=[CH:16][CH:15]=1)=[O:39])(=[NH:34])[NH2:37], predict the reactants needed to synthesize it. The reactants are: [CH3:1][S:2]([C:5]1[CH:10]=[CH:9][CH:8]=[CH:7][C:6]=1[C:11]1[CH:16]=[CH:15][C:14]([NH:17][C:18](=[O:39])[CH:19]([O:26][C:27]2[CH:32]=[CH:31][CH:30]=[C:29]([C:33]3[N:37]=C(C)O[N:34]=3)[CH:28]=2)[C:20]2[CH:25]=[CH:24][CH:23]=[CH:22][CH:21]=2)=[CH:13][CH:12]=1)(=[O:4])=[O:3].O.[C:41]([OH:44])(=[O:43])[CH3:42].